Dataset: Forward reaction prediction with 1.9M reactions from USPTO patents (1976-2016). Task: Predict the product of the given reaction. (1) Given the reactants [NH2:1][CH2:2][C:3]1[N:11]=[C:10]2[C:6]([N:7]([CH2:21][C@H:22]3[CH2:27][CH2:26][C@H:25]([CH3:28])[CH2:24][CH2:23]3)[C:8]([C:12]3[CH:17]=[C:16]([CH:18]([CH3:20])[CH3:19])[CH:15]=[CH:14][N:13]=3)=[N:9]2)=[C:5]([NH:29][C@@H:30]([CH:32]2[CH2:35][CH2:34][CH2:33]2)[CH3:31])[N:4]=1.CCN(C(C)C)C(C)C.[F:45][C:46]([F:57])([F:56])[C:47](O[C:47](=[O:48])[C:46]([F:57])([F:56])[F:45])=[O:48], predict the reaction product. The product is: [CH:32]1([C@H:30]([NH:29][C:5]2[N:4]=[C:3]([CH2:2][NH:1][C:47](=[O:48])[C:46]([F:57])([F:56])[F:45])[N:11]=[C:10]3[C:6]=2[N:7]([CH2:21][C@H:22]2[CH2:27][CH2:26][C@H:25]([CH3:28])[CH2:24][CH2:23]2)[C:8]([C:12]2[CH:17]=[C:16]([CH:18]([CH3:19])[CH3:20])[CH:15]=[CH:14][N:13]=2)=[N:9]3)[CH3:31])[CH2:33][CH2:34][CH2:35]1. (2) Given the reactants [CH2:1]([C:3]([C:21]1[CH:26]=[CH:25][C:24]([OH:27])=[C:23]([CH3:28])[CH:22]=1)([C:6]1[CH:11]=[CH:10][C:9]([CH2:12][CH2:13][CH:14]([OH:19])[C:15]([CH3:18])([CH3:17])[CH3:16])=[C:8]([CH3:20])[CH:7]=1)[CH2:4][CH3:5])[CH3:2].C([O-])([O-])=O.[K+].[K+].[CH2:35]([O:37][C:38](=[O:44])[CH2:39][CH2:40][CH2:41][CH2:42]Br)[CH3:36].O, predict the reaction product. The product is: [CH2:35]([O:37][C:38](=[O:44])[CH2:39][CH2:40][CH2:41][CH2:42][O:27][C:24]1[CH:25]=[CH:26][C:21]([C:3]([CH2:4][CH3:5])([C:6]2[CH:11]=[CH:10][C:9]([CH2:12][CH2:13][CH:14]([OH:19])[C:15]([CH3:17])([CH3:18])[CH3:16])=[C:8]([CH3:20])[CH:7]=2)[CH2:1][CH3:2])=[CH:22][C:23]=1[CH3:28])[CH3:36]. (3) Given the reactants [CH3:1][C:2]([CH3:13])([CH3:12])[CH2:3][CH2:4][NH:5][CH2:6][C:7]([CH3:11])([CH3:10])[CH2:8][OH:9].C(N(CC)[P:17]([O:23][C:24]([CH3:27])([CH3:26])[CH3:25])[O:18][C:19]([CH3:22])([CH3:21])[CH3:20])C.N1C=NN=N1.C1C=C(Cl)C=C(C(OO)=[O:43])C=1, predict the reaction product. The product is: [P:17]([O:9][CH2:8][C:7]([CH3:11])([CH3:10])[CH2:6][NH:5][CH2:4][CH2:3][C:2]([CH3:13])([CH3:12])[CH3:1])([O:18][C:19]([CH3:20])([CH3:21])[CH3:22])([O:23][C:24]([CH3:25])([CH3:26])[CH3:27])=[O:43]. (4) Given the reactants [Cl:1][C:2]1[CH:3]=[C:4]2[N:25]=[C:24]([O:26][C@H:27]3[C@H:31]4[O:32][CH2:33][C@@H:34]([OH:35])[C@H:30]4[O:29][CH2:28]3)[N:23]([CH2:36][O:37][CH2:38][CH2:39][Si:40]([CH3:43])([CH3:42])[CH3:41])[C:5]2=[N:6][C:7]=1[C:8]1[CH:13]=[CH:12][C:11](B2OC(C)(C)C(C)(C)O2)=[CH:10][CH:9]=1.Br[C:45]1[CH:50]=[CH:49][C:48]([Br:51])=[CH:47][N:46]=1, predict the reaction product. The product is: [Br:51][C:48]1[CH:49]=[CH:50][C:45]([C:11]2[CH:12]=[CH:13][C:8]([C:7]3[N:6]=[C:5]4[N:23]([CH2:36][O:37][CH2:38][CH2:39][Si:40]([CH3:42])([CH3:43])[CH3:41])[C:24]([O:26][C@H:27]5[C@H:31]6[O:32][CH2:33][C@@H:34]([OH:35])[C@H:30]6[O:29][CH2:28]5)=[N:25][C:4]4=[CH:3][C:2]=3[Cl:1])=[CH:9][CH:10]=2)=[N:46][CH:47]=1.